Dataset: NCI-60 drug combinations with 297,098 pairs across 59 cell lines. Task: Regression. Given two drug SMILES strings and cell line genomic features, predict the synergy score measuring deviation from expected non-interaction effect. (1) Drug 1: CS(=O)(=O)C1=CC(=C(C=C1)C(=O)NC2=CC(=C(C=C2)Cl)C3=CC=CC=N3)Cl. Drug 2: C1=CC(=CC=C1CCC2=CNC3=C2C(=O)NC(=N3)N)C(=O)NC(CCC(=O)O)C(=O)O. Cell line: SK-OV-3. Synergy scores: CSS=36.8, Synergy_ZIP=-1.89, Synergy_Bliss=-4.67, Synergy_Loewe=-13.1, Synergy_HSA=-4.77. (2) Drug 1: CCC1=CC2CC(C3=C(CN(C2)C1)C4=CC=CC=C4N3)(C5=C(C=C6C(=C5)C78CCN9C7C(C=CC9)(C(C(C8N6C)(C(=O)OC)O)OC(=O)C)CC)OC)C(=O)OC.C(C(C(=O)O)O)(C(=O)O)O. Drug 2: C1=NC2=C(N1)C(=S)N=CN2. Cell line: RPMI-8226. Synergy scores: CSS=31.3, Synergy_ZIP=-11.2, Synergy_Bliss=-20.2, Synergy_Loewe=-28.7, Synergy_HSA=-19.1. (3) Drug 1: C1CCC(CC1)NC(=O)N(CCCl)N=O. Drug 2: CC1=CC=C(C=C1)C2=CC(=NN2C3=CC=C(C=C3)S(=O)(=O)N)C(F)(F)F. Cell line: CAKI-1. Synergy scores: CSS=20.2, Synergy_ZIP=-5.93, Synergy_Bliss=-3.08, Synergy_Loewe=-3.19, Synergy_HSA=-1.15. (4) Drug 1: CC(CN1CC(=O)NC(=O)C1)N2CC(=O)NC(=O)C2. Drug 2: C1CC(=O)NC(=O)C1N2C(=O)C3=CC=CC=C3C2=O. Cell line: HOP-62. Synergy scores: CSS=7.50, Synergy_ZIP=-2.50, Synergy_Bliss=0.768, Synergy_Loewe=-0.298, Synergy_HSA=1.20. (5) Drug 1: CC1CCC2CC(C(=CC=CC=CC(CC(C(=O)C(C(C(=CC(C(=O)CC(OC(=O)C3CCCCN3C(=O)C(=O)C1(O2)O)C(C)CC4CCC(C(C4)OC)OCCO)C)C)O)OC)C)C)C)OC. Drug 2: C(CCl)NC(=O)N(CCCl)N=O. Cell line: HCC-2998. Synergy scores: CSS=3.05, Synergy_ZIP=-1.15, Synergy_Bliss=1.36, Synergy_Loewe=-11.6, Synergy_HSA=-4.06. (6) Drug 1: C1=CN(C(=O)N=C1N)C2C(C(C(O2)CO)O)(F)F. Drug 2: CC(C)(C#N)C1=CC=C(C=C1)N2C3=C4C=C(C=CC4=NC=C3N(C2=O)C)C5=CC6=CC=CC=C6N=C5. Cell line: OVCAR3. Synergy scores: CSS=67.8, Synergy_ZIP=-5.78, Synergy_Bliss=-6.13, Synergy_Loewe=0.336, Synergy_HSA=4.41. (7) Synergy scores: CSS=16.9, Synergy_ZIP=-4.07, Synergy_Bliss=1.78, Synergy_Loewe=3.17, Synergy_HSA=3.48. Drug 1: COC1=C(C=C2C(=C1)N=CN=C2NC3=CC(=C(C=C3)F)Cl)OCCCN4CCOCC4. Drug 2: CN(C(=O)NC(C=O)C(C(C(CO)O)O)O)N=O. Cell line: HCT116. (8) Drug 1: C1=C(C(=O)NC(=O)N1)F. Drug 2: COCCOC1=C(C=C2C(=C1)C(=NC=N2)NC3=CC=CC(=C3)C#C)OCCOC.Cl. Cell line: OVCAR-4. Synergy scores: CSS=39.1, Synergy_ZIP=-1.96, Synergy_Bliss=-4.27, Synergy_Loewe=-4.44, Synergy_HSA=-3.17. (9) Drug 1: CN1C(=O)N2C=NC(=C2N=N1)C(=O)N. Drug 2: C(CN)CNCCSP(=O)(O)O. Cell line: OVCAR-5. Synergy scores: CSS=0.138, Synergy_ZIP=0.896, Synergy_Bliss=0.502, Synergy_Loewe=-0.725, Synergy_HSA=-1.95. (10) Drug 1: C1C(C(OC1N2C=C(C(=O)NC2=O)F)CO)O. Drug 2: CC=C1C(=O)NC(C(=O)OC2CC(=O)NC(C(=O)NC(CSSCCC=C2)C(=O)N1)C(C)C)C(C)C. Cell line: SN12C. Synergy scores: CSS=18.0, Synergy_ZIP=-4.58, Synergy_Bliss=-0.235, Synergy_Loewe=-15.6, Synergy_HSA=-3.00.